Dataset: Reaction yield outcomes from USPTO patents with 853,638 reactions. Task: Predict the reaction yield, written as a fraction of the theoretical maximum amount of product (1.0 means a 100% yield; for example, 0.34 means a 34% yield). The reactants are [Br:1][C:2]1[CH:3]=[C:4]2[C:8](=[C:9]([C:11]([O:13][CH3:14])=[O:12])[CH:10]=1)[N:7](C(OC(C)(C)C)=O)[CH2:6][CH2:5]2.ClCCl.[OH-].[Na+]. The catalyst is FC(F)(F)C(O)=O. The product is [Br:1][C:2]1[CH:3]=[C:4]2[C:8](=[C:9]([C:11]([O:13][CH3:14])=[O:12])[CH:10]=1)[NH:7][CH2:6][CH2:5]2. The yield is 1.00.